Regression. Given a target protein amino acid sequence and a drug SMILES string, predict the binding affinity score between them. We predict pAffinity (pAffinity = -log10(affinity in M)). Dataset: bindingdb_patent. From a dataset of Drug-target binding data from BindingDB patent sources. (1) The drug is COc1cc(cnc1C(=O)C1CC1C(O)=O)N(CC1CC1)c1cccc2c(cccc12)C(F)(F)F. The target protein (Q16873) has sequence MKDEVALLAAVTLLGVLLQAYFSLQVISARRAFRVSPPLTTGPPEFERVYRAQVNCSEYFPLFLATLWVAGIFFHEGAAALCGLVYLFARLRYFQGYARSAQLRLAPLYASARALWLLVALAALGLLAHFLPAALRAALLGRLRTLLPWA. The pAffinity is 7.6. (2) The drug is CO[C@H]1CC[C@@]2(Cc3ccc(cc3C22N=C(C)C(N)=N2)C#CC2CCC2)CC1. The target protein (P05067) has sequence MLPGLALLLLAAWTARALEVPTDGNAGLLAEPQIAMFCGRLNMHMNVQNGKWDSDPSGTKTCIDTKEGILQYCQEVYPELQITNVVEANQPVTIQNWCKRGRKQCKTHPHFVIPYRCLVGEFVSDALLVPDKCKFLHQERMDVCETHLHWHTVAKETCSEKSTNLHDYGMLLPCGIDKFRGVEFVCCPLAEESDNVDSADAEEDDSDVWWGGADTDYADGSEDKVVEVAEEEEVAEVEEEEADDDEDDEDGDEVEEEAEEPYEEATERTTSIATTTTTTTESVEEVVREVCSEQAETGPCRAMISRWYFDVTEGKCAPFFYGGCGGNRNNFDTEEYCMAVCGSAMSQSLLKTTQEPLARDPVKLPTTAASTPDAVDKYLETPGDENEHAHFQKAKERLEAKHRERMSQVMREWEEAERQAKNLPKADKKAVIQHFQEKVESLEQEAANERQQLVETHMARVEAMLNDRRRLALENYITALQAVPPRPRHVFNMLKKYVRA.... The pAffinity is 8.7. (3) The small molecule is O=C(N[C@H]1CC[C@@H](C1)c1ccccc1)Nc1cccc2[nH]ncc12. The target protein (Q8NER1) has sequence MKKWSSTDLGAAADPLQKDTCPDPLDGDPNSRPPPAKPQLSTAKSRTRLFGKGDSEEAFPVDCPHEEGELDSCPTITVSPVITIQRPGDGPTGARLLSQDSVAASTEKTLRLYDRRSIFEAVAQNNCQDLESLLLFLQKSKKHLTDNEFKDPETGKTCLLKAMLNLHDGQNTTIPLLLEIARQTDSLKELVNASYTDSYYKGQTALHIAIERRNMALVTLLVENGADVQAAAHGDFFKKTKGRPGFYFGELPLSLAACTNQLGIVKFLLQNSWQTADISARDSVGNTVLHALVEVADNTADNTKFVTSMYNEILMLGAKLHPTLKLEELTNKKGMTPLALAAGTGKIGVLAYILQREIQEPECRHLSRKFTEWAYGPVHSSLYDLSCIDTCEKNSVLEVIAYSSSETPNRHDMLLVEPLNRLLQDKWDRFVKRIFYFNFLVYCLYMIIFTMAAYYRPVDGLPPFKMEKTGDYFRVTGEILSVLGGVYFFFRGIQYFLQRR.... The pAffinity is 7.5. (4) The compound is Nc1ccc2ccccc2c1\N=N\c1ccc(\C=C\c2ccc(cc2S(O)(=O)=O)\N=N\c2c(N)ccc3ccccc23)c(c1)S(O)(=O)=O. The target protein (Q9HC62) has sequence MYRWLVRILGTIFRFCDRSVPPARALLKRRRSDSTLFSTVDTDEIPAKRPRLDCFIHQVKNSLYNAASLFGFPFQLTTKPMVTSACNGTRNVAPSGEVFSNSSSCELTGSGSWNNMLKLGNKSPNGISDYPKIRVTVTRDQPRRVLPSFGFTLNSEGCNRRPGGRRHSKGNPESSLMWKPQEQAVTEMISEESGKGLRRPHCTVEEGVQKEEREKYRKLLERLKESGHGNSVCPVTSNYHSSQRSQMDTLKTKGWGEEQNHGVKTTQFVPKQYRLVETRGPLCSLRSEKRCSKGKITDTETMVGIRFENESRRGYQLEPDLSEEVSARLRLGSGSNGLLRRKVSIIETKEKNCSGKERDRRTDDLLELTEDMEKEISNALGHGPQDEILSSAFKLRITRGDIQTLKNYHWLNDEVINFYMNLLVERNKKQGYPALHVFSTFFYPKLKSGGYQAVKRWTKGVNLFEQEIILVPIHRKVHWSLVVIDLRKKCLKYLDSMGQK.... The pAffinity is 5.5.